The task is: Predict the reactants needed to synthesize the given product.. This data is from Full USPTO retrosynthesis dataset with 1.9M reactions from patents (1976-2016). (1) Given the product [C:9]([C:11]1[CH:12]=[C:13]([C:18]2[O:22][N:21]=[C:20]([C:23]3[CH:32]=[CH:31][CH:30]=[C:29]4[C:24]=3[CH:25]=[CH:26][N:27]=[C:28]4[CH2:33][CH2:34][C:35]([O:37][C:38]([CH3:41])([CH3:40])[CH3:39])=[O:36])[N:19]=2)[CH:14]=[CH:15][C:16]=1[N:4]1[CH2:5][CH2:6][CH:2]([F:1])[CH2:3]1)#[N:10], predict the reactants needed to synthesize it. The reactants are: [F:1][CH:2]1[CH2:6][CH2:5][NH:4][CH2:3]1.[H-].[Na+].[C:9]([C:11]1[CH:12]=[C:13]([C:18]2[O:22][N:21]=[C:20]([C:23]3[CH:32]=[CH:31][CH:30]=[C:29]4[C:24]=3[CH:25]=[CH:26][N:27]=[C:28]4[CH2:33][CH2:34][C:35]([O:37][C:38]([CH3:41])([CH3:40])[CH3:39])=[O:36])[N:19]=2)[CH:14]=[CH:15][C:16]=1F)#[N:10]. (2) Given the product [CH2:1]([O:8][C:9]1[CH:10]=[C:11](/[CH:12]=[CH:30]/[N+:27]([O-:29])=[O:28])[CH:14]=[CH:15][C:16]=1[O:17][CH2:18][CH2:19][O:20][CH3:21])[C:2]1[CH:7]=[CH:6][CH:5]=[CH:4][CH:3]=1, predict the reactants needed to synthesize it. The reactants are: [CH2:1]([O:8][C:9]1[CH:10]=[C:11]([CH:14]=[CH:15][C:16]=1[O:17][CH2:18][CH2:19][O:20][CH3:21])[CH:12]=O)[C:2]1[CH:7]=[CH:6][CH:5]=[CH:4][CH:3]=1.C([O-])(=O)C.[NH4+].[N+:27]([CH3:30])([O-:29])=[O:28]. (3) Given the product [NH:1]([Cl:74])[CH2:2][C:3]([NH:5][C@H:6]([C:24]([N:26]1[CH2:65][CH2:64][CH2:63][C@H:27]1[C:28]([NH:30][C@H:31]([C:33]([NH:35][C@H:36]([C:53]([O:55][CH2:56][C:57]1[CH:62]=[CH:61][CH:60]=[CH:59][CH:58]=1)=[O:54])[CH2:37][CH2:38][CH2:39][CH2:40][NH:41][C:42]([O:44][CH2:45][C:46]1[CH:52]=[CH:51][CH:50]=[CH:49][C:47]=1[Cl:48])=[O:43])=[O:34])[CH3:32])=[O:29])=[O:25])[CH2:7][CH2:8][CH2:9][NH:10][C:11](=[NH:23])[NH:12][S:13]([C:16]1[CH:22]=[CH:21][C:19]([CH3:20])=[CH:18][CH:17]=1)(=[O:15])=[O:14])=[O:4], predict the reactants needed to synthesize it. The reactants are: [NH:1](C(OC(C)(C)C)=O)[CH2:2][C:3]([NH:5][C@H:6]([C:24]([N:26]1[CH2:65][CH2:64][CH2:63][C@H:27]1[C:28]([NH:30][C@H:31]([C:33]([NH:35][C@H:36]([C:53]([O:55][CH2:56][C:57]1[CH:62]=[CH:61][CH:60]=[CH:59][CH:58]=1)=[O:54])[CH2:37][CH2:38][CH2:39][CH2:40][NH:41][C:42]([O:44][CH2:45][C:46]1[CH:52]=[CH:51][CH:50]=[CH:49][C:47]=1[Cl:48])=[O:43])=[O:34])[CH3:32])=[O:29])=[O:25])[CH2:7][CH2:8][CH2:9][NH:10][C:11](=[NH:23])[NH:12][S:13]([C:16]1[CH:22]=[CH:21][C:19]([CH3:20])=[CH:18][CH:17]=1)(=[O:15])=[O:14])=[O:4].C(Cl)(Cl)[Cl:74].CO. (4) The reactants are: C(N(CC)C(C)C)(C)C.[C:10]([C:14]1[N:19]=[C:18]([C:20]2[CH:25]=[CH:24][C:23]([CH3:26])=[CH:22][CH:21]=2)[C:17]([C:27]([OH:29])=O)=[CH:16][CH:15]=1)([CH3:13])([CH3:12])[CH3:11].[F:30][C:31]1[N:36]=[C:35]([S:37]([NH2:40])(=[O:39])=[O:38])[CH:34]=[CH:33][CH:32]=1.CN(C(ON1N=NC2C=CC=NC1=2)=[N+](C)C)C.F[P-](F)(F)(F)(F)F. Given the product [C:10]([C:14]1[N:19]=[C:18]([C:20]2[CH:25]=[CH:24][C:23]([CH3:26])=[CH:22][CH:21]=2)[C:17]([C:27]([NH:40][S:37]([C:35]2[CH:34]=[CH:33][CH:32]=[C:31]([F:30])[N:36]=2)(=[O:38])=[O:39])=[O:29])=[CH:16][CH:15]=1)([CH3:11])([CH3:13])[CH3:12], predict the reactants needed to synthesize it.